Predict the reactants needed to synthesize the given product. From a dataset of Full USPTO retrosynthesis dataset with 1.9M reactions from patents (1976-2016). (1) Given the product [O:18]=[C:17]([N:19]1[CH2:23][CH2:22][CH2:21][CH2:20]1)[CH2:16][O:1][CH:2]1[CH2:3][CH2:4][N:5]([C:8]([O:10][C:11]([CH3:14])([CH3:13])[CH3:12])=[O:9])[CH2:6][CH2:7]1, predict the reactants needed to synthesize it. The reactants are: [OH:1][CH:2]1[CH2:7][CH2:6][N:5]([C:8]([O:10][C:11]([CH3:14])([CH3:13])[CH3:12])=[O:9])[CH2:4][CH2:3]1.Cl[CH2:16][C:17]([N:19]1[CH2:23][CH2:22][CH2:21][CH2:20]1)=[O:18].C1(C)C=CC=CC=1.[OH-].[Na+]. (2) Given the product [O:4]1[CH2:5][CH2:6][CH:2]([CH2:5][CH2:6][CH2:2][CH2:1][OH:4])[CH2:1]1, predict the reactants needed to synthesize it. The reactants are: [C:1]([O:4][CH2:5][CH3:6])(=O)[CH3:2]. (3) The reactants are: [C:1]1(C)C=CC=CC=1.Cl[C:9]1[N:14]=[CH:13][N:12]=[C:11]([C:15]2[CH:20]=[CH:19][C:18]([C:21]([F:24])([F:23])[F:22])=[CH:17][C:16]=2[NH:25][CH2:26][CH:27]2[CH2:32][CH2:31][CH2:30][CH2:29][CH2:28]2)[CH:10]=1.N[C:34]1[CH:42]=[CH:41][CH:40]=[C:39]2[C:35]=1[CH2:36][CH:37]([OH:43])[CH2:38]2.CC(C)([O-])C.[Na+]. Given the product [CH:27]1([CH2:26][NH:25][C:16]2[CH:17]=[C:18]([C:21]([F:22])([F:23])[F:24])[CH:19]=[CH:20][C:15]=2[C:11]2[N:12]=[CH:13][CH:1]=[C:9]([NH:14][C:34]3[CH:42]=[CH:41][CH:40]=[C:39]4[C:35]=3[CH2:36][CH:37]([OH:43])[CH2:38]4)[CH:10]=2)[CH2:28][CH2:29][CH2:30][CH2:31][CH2:32]1, predict the reactants needed to synthesize it. (4) Given the product [CH3:16][NH:18][C:2]1[CH:12]=[CH:11][C:5]([C:6]([O:8][CH2:9][CH3:10])=[O:7])=[CH:4][C:3]=1[N+:13]([O-:15])=[O:14], predict the reactants needed to synthesize it. The reactants are: F[C:2]1[CH:12]=[CH:11][C:5]([C:6]([O:8][CH2:9][CH3:10])=[O:7])=[CH:4][C:3]=1[N+:13]([O-:15])=[O:14].[CH2:16]([N:18](CC)CC)C.CN.CO. (5) Given the product [F:1][C:2]1[CH:27]=[CH:26][C:5]([O:6][CH2:7][CH:8]2[CH2:12][CH2:11][CH:10]([C:13]#[C:14][CH2:15][CH2:16][OH:17])[O:9]2)=[CH:4][CH:3]=1, predict the reactants needed to synthesize it. The reactants are: [F:1][C:2]1[CH:27]=[CH:26][C:5]([O:6][CH2:7][CH:8]2[CH2:12][CH2:11][CH:10]([C:13]#[C:14][CH2:15][CH2:16][O:17]C(C3CCCCO3)=O)[O:9]2)=[CH:4][CH:3]=1. (6) Given the product [CH3:32][CH:28]1[N:29]([CH3:43])[CH2:30][CH2:31][N:26]([CH2:25][C:22]2[CH:23]=[CH:24][C:19]([C:16]3[CH:17]=[C:18]4[C:10]([C:6]5[CH:5]=[C:4]6[C:9](=[CH:8][CH:7]=5)[NH:1][CH:2]=[CH:3]6)=[CH:11][NH:12][C:13]4=[N:14][CH:15]=3)=[CH:20][CH:21]=2)[CH2:27]1, predict the reactants needed to synthesize it. The reactants are: [NH:1]1[C:9]2[C:4](=[CH:5][C:6]([C:10]3[C:18]4[C:13](=[N:14][CH:15]=[C:16]([C:19]5[CH:24]=[CH:23][C:22]([CH2:25][N:26]6[CH2:31][CH2:30][NH:29][CH:28]([CH3:32])[CH2:27]6)=[CH:21][CH:20]=5)[CH:17]=4)[N:12](S(C4C=CC(C)=CC=4)(=O)=O)[CH:11]=3)=[CH:7][CH:8]=2)[CH:3]=[CH:2]1.[CH2:43]1COCC1.C=O.C(O[BH-](OC(=O)C)OC(=O)C)(=O)C.[Na+]. (7) The reactants are: [CH3:1][C:2]1[CH:10]=[C:9]([CH3:11])[CH:8]=[CH:7][C:3]=1[CH:4]=[N:5][OH:6].[Cl:12]N1C(=O)CCC1=O. Given the product [CH3:1][C:2]1[CH:10]=[C:9]([CH3:11])[CH:8]=[CH:7][C:3]=1[C:4]([Cl:12])=[N:5][OH:6], predict the reactants needed to synthesize it. (8) Given the product [CH:38]1([C:41]2[N:19]([CH2:18][CH2:17][O:16][Si:15]([C:12]([CH3:14])([CH3:13])[CH3:11])([CH3:37])[CH3:36])[N:20]=[C:21]([C:29]3[CH:34]=[CH:33][CH:32]=[CH:31][CH:30]=3)[C:22]=2[C:23]2[CH:28]=[CH:27][CH:1]=[CH:25][CH:24]=2)[CH2:40][CH2:39]1, predict the reactants needed to synthesize it. The reactants are: [CH3:1][Si](C)(C)[N-][Si](C)(C)C.[Na+].[CH3:11][C:12]([Si:15]([CH3:37])([CH3:36])[O:16][CH2:17][CH2:18][NH:19][N:20]=[C:21]([C:29]1[CH:34]=[CH:33][C:32](F)=[CH:31][CH:30]=1)[CH2:22][C:23]1[CH:28]=[CH:27]N=[CH:25][CH:24]=1)([CH3:14])[CH3:13].[CH:38]1([C:41](OC)=O)[CH2:40][CH2:39]1.O.